From a dataset of Full USPTO retrosynthesis dataset with 1.9M reactions from patents (1976-2016). Predict the reactants needed to synthesize the given product. (1) Given the product [CH2:6]([NH:7][C:2]1[N:7]2[N:8]=[C:9]([C:14]3[CH:19]=[CH:18][C:17]([F:20])=[CH:16][CH:15]=3)[C:10]([C:11](=[O:13])[CH3:12])=[C:6]2[CH:5]=[CH:4][CH:3]=1)[CH2:5][CH2:4][CH3:3], predict the reactants needed to synthesize it. The reactants are: Cl[C:2]1[N:7]2[N:8]=[C:9]([C:14]3[CH:19]=[CH:18][C:17]([F:20])=[CH:16][CH:15]=3)[C:10]([C:11](=[O:13])[CH3:12])=[C:6]2[CH:5]=[CH:4][CH:3]=1.C(=O)([O-])[O-].[K+].[K+]. (2) Given the product [F:1][C:2]1[CH:7]=[C:6]2[C:5]([CH:14]=[C:12]([C:11]([OH:16])=[O:15])[NH:8]2)=[CH:4][C:3]=1[CH3:10], predict the reactants needed to synthesize it. The reactants are: [F:1][C:2]1[C:3]([CH3:10])=[CH:4][C:5](I)=[C:6]([NH2:8])[CH:7]=1.[C:11]([OH:16])(=[O:15])[C:12]([CH3:14])=O.C1N2CCN(CC2)C1. (3) The reactants are: [N:1]1([C:7]([C:9]2[N:10]([CH2:26][C:27]([F:30])([F:29])[F:28])[C:11]3[C:16]([CH:17]=2)=[CH:15][C:14]([O:18][CH2:19][CH:20]2[O:25][CH2:24][CH2:23][NH:22][CH2:21]2)=[CH:13][CH:12]=3)=[O:8])[CH2:6][CH2:5][O:4][CH2:3][CH2:2]1.FC(F)(F)C([O-])=O.O.[CH3:39][C:40]([CH3:42])=O.C(O)(=O)C.C([BH3-])#N.[Na+]. Given the product [CH:40]([N:22]1[CH2:23][CH2:24][O:25][CH:20]([CH2:19][O:18][C:14]2[CH:15]=[C:16]3[C:11](=[CH:12][CH:13]=2)[N:10]([CH2:26][C:27]([F:30])([F:29])[F:28])[C:9]([C:7]([N:1]2[CH2:6][CH2:5][O:4][CH2:3][CH2:2]2)=[O:8])=[CH:17]3)[CH2:21]1)([CH3:42])[CH3:39], predict the reactants needed to synthesize it. (4) Given the product [ClH:1].[F:8][C:9]1[CH:14]=[CH:13][CH:12]=[CH:11][C:10]=1/[CH:15]=[CH:16]/[C:17]([NH:19][CH2:20][CH2:21][CH2:22][N:23]1[CH2:28][CH2:27][S:26](=[O:29])[CH2:25][CH2:24]1)=[O:18], predict the reactants needed to synthesize it. The reactants are: [ClH:1].O1CCOCC1.[F:8][C:9]1[CH:14]=[CH:13][CH:12]=[CH:11][C:10]=1/[CH:15]=[CH:16]/[C:17]([NH:19][CH2:20][CH2:21][CH2:22][N:23]1[CH2:28][CH2:27][S:26](=[O:29])[CH2:25][CH2:24]1)=[O:18]. (5) Given the product [CH3:1][N:2]1[CH2:3][CH2:4][N:5]([S:8]([CH2:11][C@H:12]([CH3:23])[C:13]([OH:15])=[O:14])(=[O:10])=[O:9])[CH2:6][CH2:7]1, predict the reactants needed to synthesize it. The reactants are: [CH3:1][N:2]1[CH2:7][CH2:6][N:5]([S:8]([CH2:11][C@H:12]([CH3:23])[C:13]([O:15]CC2C=CC=CC=2)=[O:14])(=[O:10])=[O:9])[CH2:4][CH2:3]1. (6) Given the product [CH2:30]([C:5]12[CH2:4][CH:7]([CH2:8][CH2:9]1)[CH:6]=[CH:11]2)[CH2:25][CH2:26][CH3:27], predict the reactants needed to synthesize it. The reactants are: CCO[CH2:4][CH3:5].[C:6]1(N([C:7]2[CH:8]=[CH:9]C=[CH:11][CH:6]=2)[C:7]2[CH:8]=[CH:9]C=[CH:11][CH:6]=2)[CH:11]=C[CH:9]=[CH:8][CH:7]=1.[C:25]1(C)[CH:30]=CC=[CH:27][CH:26]=1. (7) Given the product [Br:16][CH2:14][C:13]([C:3]1[CH:4]=[CH:5][C:6]([O:8][CH2:9][CH2:10][CH2:11][Cl:12])=[CH:7][C:2]=1[CH3:1])=[O:15], predict the reactants needed to synthesize it. The reactants are: [CH3:1][C:2]1[CH:7]=[C:6]([O:8][CH2:9][CH2:10][CH2:11][Cl:12])[CH:5]=[CH:4][C:3]=1[C:13](=[O:15])[CH3:14].[Br:16]Br.C(=O)(O)[O-].[Na+]. (8) Given the product [Cl:21][C:22]1[N:27]=[C:26]([NH:1][C:2]2[CH:3]=[C:4]([CH:9]=[CH:10][CH:11]=2)[C:5]([NH:7][CH3:8])=[O:6])[C:25]([C:29]#[N:30])=[CH:24][N:23]=1.[Cl:28][C:26]1[C:25]([C:29]#[N:30])=[CH:24][N:23]=[C:22]([NH:1][C:2]2[CH:3]=[C:4]([CH:9]=[CH:10][CH:11]=2)[C:5]([NH:7][CH3:8])=[O:6])[N:27]=1, predict the reactants needed to synthesize it. The reactants are: [NH2:1][C:2]1[CH:3]=[C:4]([CH:9]=[CH:10][CH:11]=1)[C:5]([NH:7][CH3:8])=[O:6].C(N(C(C)C)C(C)C)C.[Cl:21][C:22]1[N:27]=[C:26]([Cl:28])[C:25]([C:29]#[N:30])=[CH:24][N:23]=1. (9) Given the product [F:14][C:2]([F:1])([F:15])[CH:3]1[NH:4][CH2:5][CH:6]([C:7]([O:9][CH2:10][CH3:11])=[O:8])[CH2:12][CH2:13]1, predict the reactants needed to synthesize it. The reactants are: [F:1][C:2]([F:15])([F:14])[C:3]1[CH:13]=[CH:12][C:6]([C:7]([O:9][CH2:10][CH3:11])=[O:8])=[CH:5][N:4]=1. (10) Given the product [CH3:39][N:14]([CH3:13])[C:15]([C:17]1[CH:18]=[CH:19][C:20]([O:23][C:24]2[C:29]3[CH:30]=[C:31]([CH3:33])[O:32][C:28]=3[CH:27]=[C:26]([C:34]([NH:8][C:5]3[CH:4]=[CH:3][C:2]([CH3:1])=[CH:7][N:6]=3)=[O:35])[CH:25]=2)=[CH:21][N:22]=1)=[O:16], predict the reactants needed to synthesize it. The reactants are: [CH3:1][C:2]1[CH:3]=[CH:4][C:5]([NH2:8])=[N:6][CH:7]=1.[Al](Cl)(C)C.[CH3:13][N:14]([CH3:39])[C:15]([C:17]1[N:22]=[CH:21][C:20]([O:23][C:24]2[C:29]3[CH:30]=[C:31]([CH3:33])[O:32][C:28]=3[CH:27]=[C:26]([C:34](OCC)=[O:35])[CH:25]=2)=[CH:19][CH:18]=1)=[O:16].